Predict the reaction yield, written as a fraction of the theoretical maximum amount of product (1.0 means a 100% yield; for example, 0.34 means a 34% yield). From a dataset of Reaction yield outcomes from USPTO patents with 853,638 reactions. (1) The reactants are [Br:1][C:2]1([Br:9])[CH2:4][C:3]1([Br:8])[CH2:5][CH2:6][OH:7].N1C=CC=CC=1.[C:16]1([S:22](Cl)(=[O:24])=[O:23])[CH:21]=[CH:20][CH:19]=[CH:18][CH:17]=1.O. The catalyst is C(Cl)Cl. The product is [Br:1][C:2]1([Br:9])[CH2:4][C:3]1([Br:8])[CH2:5][CH2:6][O:7][S:22]([C:16]1[CH:21]=[CH:20][CH:19]=[CH:18][CH:17]=1)(=[O:24])=[O:23]. The yield is 0.800. (2) The reactants are [F:1][C:2]([F:21])([F:20])[C:3]1[C:11]([C:12]#[N:13])=[CH:10][CH:9]=[C:8]2[C:4]=1[CH:5]=[C:6]([CH2:14][CH2:15][C:16]([F:19])([F:18])[F:17])[NH:7]2.C([O-])([O-])=O.[Cs+].[Cs+].Br[CH2:29][C:30]([NH2:32])=[O:31]. The catalyst is C(#N)C. The product is [C:12]([C:11]1[C:3]([C:2]([F:1])([F:20])[F:21])=[C:4]2[C:8](=[CH:9][CH:10]=1)[N:7]([CH2:29][C:30]([NH2:32])=[O:31])[C:6]([CH2:14][CH2:15][C:16]([F:19])([F:18])[F:17])=[CH:5]2)#[N:13]. The yield is 0.510. (3) The reactants are [Br:1][C:2]1[CH:7]=[C:6]([F:8])[C:5]([C:9]([OH:11])=[O:10])=[C:4]([F:12])[CH:3]=1.[CH3:13][C:14](OC(OC(O[C:14]([CH3:16])([CH3:15])[CH3:13])=O)=O)([CH3:16])[CH3:15]. The catalyst is CN(C1C=CN=CC=1)C.C(O)(C)(C)C. The product is [Br:1][C:2]1[CH:3]=[C:4]([F:12])[C:5]([C:9]([O:11][C:14]([CH3:16])([CH3:15])[CH3:13])=[O:10])=[C:6]([F:8])[CH:7]=1. The yield is 0.720. (4) The reactants are Br[CH2:2][C:3]([C:5]1[C:6]([C:11]2[CH:16]=[CH:15][CH:14]=[CH:13][CH:12]=2)=[N:7][O:8][C:9]=1[CH3:10])=O.Cl.[C:18]([NH2:26])(=[NH:25])[C:19]1[CH:24]=[CH:23][CH:22]=[CH:21][CH:20]=1. No catalyst specified. The product is [CH3:10][C:9]1[O:8][N:7]=[C:6]([C:11]2[CH:16]=[CH:15][CH:14]=[CH:13][CH:12]=2)[C:5]=1[C:3]1[N:25]=[C:18]([C:19]2[CH:24]=[CH:23][CH:22]=[CH:21][CH:20]=2)[NH:26][CH:2]=1. The yield is 0.920. (5) The catalyst is O1CCOCC1.C(O)CCC. The yield is 0.630. The reactants are Cl[C:2]1[CH:7]=[CH:6][N:5]=[C:4]([O:8]C)[C:3]=1[C:10]1[NH:30][C:13]2=[CH:14][C:15]3[C:16](=[O:29])[N:17]([C:22]4[CH:23]=[N:24][C:25]([F:28])=[CH:26][CH:27]=4)[C:18](=[O:21])[C:19]=3[CH:20]=[C:12]2[N:11]=1.Cl.[F:32][C:33]1[C:38]([F:39])=[CH:37][C:36]([F:40])=[C:35]([F:41])[C:34]=1[CH2:42][C@@H:43]([NH2:45])[CH3:44].C(N(CC)C(C)C)(C)C. The product is [F:28][C:25]1[N:24]=[CH:23][C:22]([N:17]2[C:16](=[O:29])[C:15]3[CH:14]=[C:13]4[NH:30][C:10]([C:3]5[C:4](=[O:8])[NH:5][CH:6]=[CH:7][C:2]=5[NH:45][C@@H:43]([CH3:44])[CH2:42][C:34]5[C:35]([F:41])=[C:36]([F:40])[CH:37]=[C:38]([F:39])[C:33]=5[F:32])=[N:11][C:12]4=[CH:20][C:19]=3[C:18]2=[O:21])=[CH:27][CH:26]=1.